The task is: Predict the product of the given reaction.. This data is from Forward reaction prediction with 1.9M reactions from USPTO patents (1976-2016). (1) Given the reactants [H-].[Na+].[Br-].[C:4]([CH2:7][CH2:8][CH2:9][CH2:10][CH2:11][CH2:12][CH2:13][CH2:14][P+](C1C=CC=CC=1)(C1C=CC=CC=1)C1C=CC=CC=1)([OH:6])=[O:5].[CH3:34][C:35]1[CH:42]=[CH:41][CH:40]=[C:39]([CH3:43])[C:36]=1[CH:37]=O.Cl, predict the reaction product. The product is: [CH3:34][C:35]1[CH:42]=[CH:41][CH:40]=[C:39]([CH3:43])[C:36]=1[CH:37]=[CH:14][CH2:13][CH2:12][CH2:11][CH2:10][CH2:9][CH2:8][CH2:7][C:4]([OH:6])=[O:5]. (2) Given the reactants [Br:1][C:2]1[CH:3]=[N:4][C:5](Cl)=[N:6][CH:7]=1.[OH:9][CH:10]1[CH2:15][CH2:14][CH:13]([C:16]([O:18][CH2:19][CH3:20])=[O:17])[CH2:12][CH2:11]1, predict the reaction product. The product is: [Br:1][C:2]1[CH:3]=[N:4][C:5]([O:9][CH:10]2[CH2:11][CH2:12][CH:13]([C:16]([O:18][CH2:19][CH3:20])=[O:17])[CH2:14][CH2:15]2)=[N:6][CH:7]=1. (3) Given the reactants [C:1]12([N:6]3[C:10]4[N:11]=[C:12]([NH:15][CH2:16][C:17]5[CH:22]=[CH:21][C:20]([O:23][CH3:24])=[CH:19][CH:18]=5)[N:13]=[CH:14][C:9]=4[C:8]([C:25]([C:27]4[CH:28]=[N:29][CH:30]=[C:31](Br)[CH:32]=4)=[O:26])=[CH:7]3)[CH2:5][CH:3]([CH2:4]1)[CH2:2]2.[C:34](=[NH:47])([C:41]1[CH:46]=[CH:45][CH:44]=[CH:43][CH:42]=1)[C:35]1[CH:40]=[CH:39][CH:38]=[CH:37][CH:36]=1.C(=O)([O-])[O-].[Cs+].[Cs+].C1C=CC(P(C2C(C3C(P(C4C=CC=CC=4)C4C=CC=CC=4)=CC=C4C=3C=CC=C4)=C3C(C=CC=C3)=CC=2)C2C=CC=CC=2)=CC=1, predict the reaction product. The product is: [C:34](=[N:47][C:31]1[CH:32]=[C:27]([C:25]([C:8]2[C:9]3[CH:14]=[N:13][C:12]([NH:15][CH2:16][C:17]4[CH:22]=[CH:21][C:20]([O:23][CH3:24])=[CH:19][CH:18]=4)=[N:11][C:10]=3[N:6]([C:1]34[CH2:2][CH:3]([CH2:5]3)[CH2:4]4)[CH:7]=2)=[O:26])[CH:28]=[N:29][CH:30]=1)([C:41]1[CH:42]=[CH:43][CH:44]=[CH:45][CH:46]=1)[C:35]1[CH:40]=[CH:39][CH:38]=[CH:37][CH:36]=1. (4) Given the reactants [CH2:1]([P:3]([CH2:6][CH2:7][OH:8])(=[O:5])[OH:4])[CH3:2].[CH2:9](O)[CH2:10][CH2:11][CH3:12].O, predict the reaction product. The product is: [CH2:1]([P:3]([CH2:6][CH2:7][OH:8])(=[O:4])[O:5][CH2:9][CH2:10][CH2:11][CH3:12])[CH3:2]. (5) Given the reactants [CH3:1][O:2][C:3]1[CH:4]=[CH:5][C:6]2[O:10][CH:9]=[CH:8][C:7]=2[CH:11]=1.[Li]CCCC.[B:17](OCCCC)([O:23]CCCC)[O:18]CCCC, predict the reaction product. The product is: [CH3:1][O:2][C:3]1[CH:4]=[CH:5][C:6]2[O:10][C:9]([B:17]([OH:23])[OH:18])=[CH:8][C:7]=2[CH:11]=1. (6) Given the reactants [Li][CH:2](CC)[CH3:3].Cl[CH2:7][CH2:8][C:9]1[CH:14]=[CH:13][CH:12]=[CH:11][CH:10]=1.[CH2:15]1[CH2:19][O:18][CH2:17][CH2:16]1, predict the reaction product. The product is: [CH2:7]([CH:15]1[CH2:16][CH2:17][CH2:3][CH2:2][C:19]1=[O:18])[CH2:8][C:9]1[CH:14]=[CH:13][CH:12]=[CH:11][CH:10]=1. (7) Given the reactants [F:1][C:2]([F:28])([F:27])[C:3]1[CH:8]=[CH:7][C:6]([C:9]2[N:14]=[CH:13][N:12]=[C:11]([O:15][C:16]3[CH:17]=[CH:18][CH:19]=[C:20]4[C:25]=3[NH:24][C:23](=[O:26])[CH:22]=[N:21]4)[CH:10]=2)=[CH:5][CH:4]=1.[BH4-].[Na+], predict the reaction product. The product is: [F:27][C:2]([F:1])([F:28])[C:3]1[CH:8]=[CH:7][C:6]([C:9]2[N:14]=[CH:13][N:12]=[C:11]([O:15][C:16]3[CH:17]=[CH:18][CH:19]=[C:20]4[C:25]=3[NH:24][C:23](=[O:26])[CH2:22][NH:21]4)[CH:10]=2)=[CH:5][CH:4]=1. (8) The product is: [C:1]([N:4]1[C:12]2[C:7](=[CH:8][C:9]([C:13](=[O:16])[CH2:14][CH3:15])=[CH:10][CH:11]=2)[C:6](=[C:18]([O:21][CH3:22])[CH2:19][CH3:20])[C:5]1=[O:17])(=[O:3])[CH3:2]. Given the reactants [C:1]([N:4]1[C:12]2[C:7](=[CH:8][C:9]([C:13](=[O:16])[CH2:14][CH3:15])=[CH:10][CH:11]=2)[CH2:6][C:5]1=[O:17])(=[O:3])[CH3:2].[C:18](OC)(OC)([O:21][CH3:22])[CH2:19][CH3:20], predict the reaction product. (9) Given the reactants [CH:1]([C:3]1[CH:8]=[C:7]([C:9]2[CH:14]=[CH:13][CH:12]=[CH:11][C:10]=2[CH3:15])[N:6]=[CH:5][C:4]=1[NH:16]C(=O)C(C)(C)C)=[O:2].Cl, predict the reaction product. The product is: [NH2:16][C:4]1[C:3]([CH:1]=[O:2])=[CH:8][C:7]([C:9]2[CH:14]=[CH:13][CH:12]=[CH:11][C:10]=2[CH3:15])=[N:6][CH:5]=1.